Task: Regression. Given a peptide amino acid sequence and an MHC pseudo amino acid sequence, predict their binding affinity value. This is MHC class I binding data.. Dataset: Peptide-MHC class I binding affinity with 185,985 pairs from IEDB/IMGT (1) The peptide sequence is DAAVVFPPV. The MHC is HLA-A02:01 with pseudo-sequence HLA-A02:01. The binding affinity (normalized) is 0.0847. (2) The peptide sequence is SRGDKQRGGK. The MHC is Mamu-B03 with pseudo-sequence Mamu-B03. The binding affinity (normalized) is 0.146. (3) The peptide sequence is TLMNVITLV. The MHC is HLA-A33:01 with pseudo-sequence HLA-A33:01. The binding affinity (normalized) is 0.258. (4) The peptide sequence is VFFGYFASHF. The MHC is Patr-A0901 with pseudo-sequence Patr-A0901. The binding affinity (normalized) is 0.406. (5) The peptide sequence is PLISILMIFI. The MHC is HLA-A02:02 with pseudo-sequence HLA-A02:02. The binding affinity (normalized) is 0.439. (6) The peptide sequence is KSMFWDGMDY. The MHC is HLA-A33:01 with pseudo-sequence HLA-A33:01. The binding affinity (normalized) is 0. (7) The peptide sequence is VFTDISMSLY. The MHC is HLA-A31:01 with pseudo-sequence HLA-A31:01. The binding affinity (normalized) is 0.135. (8) The peptide sequence is GTASLSPGMM. The MHC is Mamu-A02 with pseudo-sequence Mamu-A02. The binding affinity (normalized) is 0.884. (9) The peptide sequence is RRIYDLIEL. The MHC is HLA-B27:05 with pseudo-sequence HLA-B27:05. The binding affinity (normalized) is 0.825. (10) The peptide sequence is TMLYNKMEF. The MHC is HLA-B35:01 with pseudo-sequence HLA-B35:01. The binding affinity (normalized) is 0.340.